Dataset: Full USPTO retrosynthesis dataset with 1.9M reactions from patents (1976-2016). Task: Predict the reactants needed to synthesize the given product. (1) The reactants are: O[CH2:2][C:3]1[CH:8]=[CH:7][N:6]=[C:5]([NH:9][C:10](=[O:16])[O:11][C:12]([CH3:15])([CH3:14])[CH3:13])[CH:4]=1.C(Br)(Br)(Br)[Br:18].C1(P(C2C=CC=CC=2)C2C=CC=CC=2)C=CC=CC=1. Given the product [Br:18][CH2:2][C:3]1[CH:8]=[CH:7][N:6]=[C:5]([NH:9][C:10](=[O:16])[O:11][C:12]([CH3:15])([CH3:14])[CH3:13])[CH:4]=1, predict the reactants needed to synthesize it. (2) Given the product [F:1][C@H:2]([C:6]1[C:11]([I:12])=[CH:10][CH:9]=[CH:8][C:7]=1[F:13])[C:3]([NH2:16])=[O:4], predict the reactants needed to synthesize it. The reactants are: [F:1][C@H:2]([C:6]1[C:11]([I:12])=[CH:10][CH:9]=[CH:8][C:7]=1[F:13])[C:3](O)=[O:4].N.C[N:16]1CCOCC1.CN(C(ON1N=NC2C=CC=NC1=2)=[N+](C)C)C.F[P-](F)(F)(F)(F)F. (3) Given the product [NH2:1][C:2]1[S:6][N:5]=[C:4]([CH3:7])[C:3]=1[C:8]([NH:19][C:18]1[CH:20]=[CH:21][C:22]([Cl:23])=[C:16]([Cl:15])[CH:17]=1)=[O:10], predict the reactants needed to synthesize it. The reactants are: [NH2:1][C:2]1[S:6][N:5]=[C:4]([CH3:7])[C:3]=1[C:8]([OH:10])=O.S(Cl)(Cl)=O.[Cl:15][C:16]1[CH:17]=[C:18]([CH:20]=[CH:21][C:22]=1[Cl:23])[NH2:19].C(N(CC)CC)C. (4) Given the product [C:1]([O:5][C:6]([NH:8][C@@H:9]([CH2:14][C:15]1[CH2:19][CH2:18][CH2:17][CH:16]=1)[C:10]([OH:12])=[O:11])=[O:7])([CH3:4])([CH3:2])[CH3:3], predict the reactants needed to synthesize it. The reactants are: [C:1]([O:5][C:6]([NH:8][C@@H:9]([CH2:14][C:15]1[CH2:19][CH2:18][CH2:17][CH:16]=1)[C:10]([O:12]C)=[O:11])=[O:7])([CH3:4])([CH3:3])[CH3:2].O.[OH-].[Li+]. (5) Given the product [OH:18][NH:17][C:5]([C:4]1[CH:7]=[CH:8][CH:9]=[C:2]([OH:1])[C:3]=1[CH3:10])=[NH:6], predict the reactants needed to synthesize it. The reactants are: [OH:1][C:2]1[C:3]([CH3:10])=[C:4]([CH:7]=[CH:8][CH:9]=1)[C:5]#[N:6].C(=O)(O)[O-].[Na+].Cl.[NH2:17][OH:18]. (6) Given the product [Br:1][C:2]1[CH:3]=[CH:4][C:5]([C:8]([NH:10][C:11]2[N:15]([CH3:16])[N:14]=[CH:13][C:12]=2[C:17]([OH:19])=[O:18])=[O:9])=[CH:6][CH:7]=1, predict the reactants needed to synthesize it. The reactants are: [Br:1][C:2]1[CH:7]=[CH:6][C:5]([C:8]([NH:10][C:11]2[N:15]([CH3:16])[N:14]=[CH:13][C:12]=2[C:17]([O:19]CC)=[O:18])=[O:9])=[CH:4][CH:3]=1.[OH-].[K+].C1COCC1. (7) Given the product [Cl:31][C:29]1[CH:6]=[CH:5][C:4]([CH2:2][C:3]2[N:13]([CH2:14][CH2:15][C:16]3[CH:21]=[CH:20][C:19]([Cl:22])=[CH:18][CH:17]=3)[C:6]3[N:7]=[C:8]([C:11]#[N:12])[N:9]=[CH:10][C:5]=3[CH:4]=2)=[CH:3][C:2]=1[CH2:23][OH:26], predict the reactants needed to synthesize it. The reactants are: Br[CH2:2][C:3]1[N:13]([CH2:14][CH2:15][C:16]2[CH:21]=[CH:20][C:19]([Cl:22])=[CH:18][CH:17]=2)[C:6]2[N:7]=[C:8]([C:11]#[N:12])[N:9]=[CH:10][C:5]=2[CH:4]=1.[C:23]([O-:26])([O-])=O.[Cs+].[Cs+].[CH2:29]([Cl:31])Cl. (8) Given the product [Cl:1][C:2]1[CH:3]=[N:4][C:5]2[C:10]([C:11]=1[CH:12]=[O:15])=[CH:9][CH:8]=[CH:7][N:6]=2, predict the reactants needed to synthesize it. The reactants are: [Cl:1][C:2]1[CH:3]=[N:4][C:5]2[C:10]([C:11]=1[CH3:12])=[CH:9][CH:8]=[CH:7][N:6]=2.O.[Se](=O)=[O:15].C([O-])(O)=O.[Na+]. (9) Given the product [CH3:15][O:8][C:7](=[O:9])[C:6]1[CH:10]=[CH:11][C:12]([OH:13])=[C:4]([O:3][CH2:1][CH3:2])[CH:5]=1, predict the reactants needed to synthesize it. The reactants are: [CH2:1]([O:3][C:4]1[CH:5]=[C:6]([CH:10]=[CH:11][C:12]=1[OH:13])[C:7]([OH:9])=[O:8])[CH3:2].Cl.[CH3:15]O. (10) Given the product [C:4]([O:3][C:1]([N:8]1[CH2:9][CH2:10][N:11]([S:17]([CH2:14][CH2:15][CH3:16])(=[O:19])=[O:18])[CH2:12][CH2:13]1)=[O:2])([CH3:7])([CH3:6])[CH3:5], predict the reactants needed to synthesize it. The reactants are: [C:1]([N:8]1[CH2:13][CH2:12][NH:11][CH2:10][CH2:9]1)([O:3][C:4]([CH3:7])([CH3:6])[CH3:5])=[O:2].[CH2:14]([S:17](Cl)(=[O:19])=[O:18])[CH2:15][CH3:16].